Dataset: Peptide-MHC class I binding affinity with 185,985 pairs from IEDB/IMGT. Task: Regression. Given a peptide amino acid sequence and an MHC pseudo amino acid sequence, predict their binding affinity value. This is MHC class I binding data. The peptide sequence is KTPYDINQML. The MHC is Mamu-A01 with pseudo-sequence Mamu-A01. The binding affinity (normalized) is 0.882.